Dataset: Catalyst prediction with 721,799 reactions and 888 catalyst types from USPTO. Task: Predict which catalyst facilitates the given reaction. (1) Reactant: [CH2:1]([N:8]([CH2:16][C:17]1[CH:22]=[CH:21][CH:20]=[CH:19][CH:18]=1)[CH2:9][C:10](=[O:15])[C:11]([CH3:14])([CH3:13])[CH3:12])[C:2]1[CH:7]=[CH:6][CH:5]=[CH:4][CH:3]=1.[CH3:23][Mg]Br. Product: [CH2:1]([N:8]([CH2:16][C:17]1[CH:18]=[CH:19][CH:20]=[CH:21][CH:22]=1)[CH2:9][C:10]([CH3:23])([OH:15])[C:11]([CH3:14])([CH3:13])[CH3:12])[C:2]1[CH:7]=[CH:6][CH:5]=[CH:4][CH:3]=1. The catalyst class is: 27. (2) Reactant: [Br:1][C:2]1[N:11]2[C:5]([CH2:6][NH:7][CH2:8][C:9]3[CH:15]=[C:14]([Cl:16])[CH:13]=[CH:12][C:10]=32)=[N:4][N:3]=1.C=O.[C:19]([BH3-])#N.[Na+]. Product: [Br:1][C:2]1[N:11]2[C:5]([CH2:6][N:7]([CH3:19])[CH2:8][C:9]3[CH:15]=[C:14]([Cl:16])[CH:13]=[CH:12][C:10]=32)=[N:4][N:3]=1. The catalyst class is: 5. (3) Reactant: C(O[C:4]([CH:6]1[C:12](=O)[CH2:11][CH2:10][N:9]([C:14]2[C:19]([C:20]([F:23])([F:22])[F:21])=[CH:18][CH:17]=[CH:16][N:15]=2)[CH2:8][CH2:7]1)=[O:5])C.CC[O-].[Na+].[NH2:28][C:29]([NH2:31])=[S:30].[CH3:32]I. Product: [CH3:32][S:30][C:29]1[N:31]=[C:4]([OH:5])[C:6]2[CH2:7][CH2:8][N:9]([C:14]3[C:19]([C:20]([F:21])([F:22])[F:23])=[CH:18][CH:17]=[CH:16][N:15]=3)[CH2:10][CH2:11][C:12]=2[N:28]=1. The catalyst class is: 14. (4) Reactant: CC(O[C:6]([N:8](C)[CH2:9][CH2:10][CH2:11][C:12](O)=[O:13])=O)(C)C.Cl.[CH3:17][CH:18]([O:20][C:21]1[CH:28]=[CH:27][C:26]([C:29]2[O:33][N:32]=[C:31]([C:34]3[CH:44]=[CH:43][C:37]4[CH2:38][CH2:39][NH:40][CH2:41][CH2:42][C:36]=4[CH:35]=3)[N:30]=2)=[CH:25][C:22]=1[C:23]#[N:24])[CH3:19].CN(C(ON1N=NC2C=CC=NC1=2)=[N+](C)C)C.F[P-](F)(F)(F)(F)F.CCN(C(C)C)C(C)C.FC(F)(F)C(O)=O. Product: [CH3:6][NH:8][CH2:9][CH2:10][CH2:11][C:12]([N:40]1[CH2:39][CH2:38][C:37]2[CH:43]=[CH:44][C:34]([C:31]3[N:30]=[C:29]([C:26]4[CH:27]=[CH:28][C:21]([O:20][CH:18]([CH3:17])[CH3:19])=[C:22]([CH:25]=4)[C:23]#[N:24])[O:33][N:32]=3)=[CH:35][C:36]=2[CH2:42][CH2:41]1)=[O:13]. The catalyst class is: 3. (5) Reactant: [Cl:1][C:2]1[CH:3]=[C:4](OS(C(F)(F)F)(=O)=O)[CH:5]=[CH:6][C:7]=1[CH:8]([CH3:22])[C:9]([C:15]1[CH:20]=[CH:19][N:18]=[C:17]([Cl:21])[CH:16]=1)([OH:14])[C:10]([F:13])([F:12])[F:11].[CH3:31][O:32][C:33]([C:35]1[CH:40]=[CH:39][C:38](B(O)O)=[CH:37][CH:36]=1)=[O:34].O.C([O-])([O-])=O.[Na+].[Na+]. Product: [CH3:31][O:32][C:33]([C:35]1[CH:40]=[CH:39][C:38]([C:4]2[CH:5]=[CH:6][C:7]([CH:8]([CH3:22])[C:9]([C:15]3[CH:20]=[CH:19][N:18]=[C:17]([Cl:21])[CH:16]=3)([OH:14])[C:10]([F:11])([F:12])[F:13])=[C:2]([Cl:1])[CH:3]=2)=[CH:37][CH:36]=1)=[O:34]. The catalyst class is: 155.